From a dataset of Catalyst prediction with 721,799 reactions and 888 catalyst types from USPTO. Predict which catalyst facilitates the given reaction. (1) Reactant: [Br:1][C:2]1[C:3]([NH:9][CH2:10][CH2:11][C:12]2[N:13]=[CH:14][NH:15][CH:16]=2)=[N:4][C:5](Cl)=[N:6][CH:7]=1.[N:17]1([CH2:22][C:23]2[CH:28]=[CH:27][C:26]([NH2:29])=[CH:25][CH:24]=2)[CH2:21][CH2:20][CH2:19][CH2:18]1.Cl.ClCCl.CO. Product: [Br:1][C:2]1[C:3]([NH:9][CH2:10][CH2:11][C:12]2[N:13]=[CH:14][NH:15][CH:16]=2)=[N:4][C:5]([NH:29][C:26]2[CH:25]=[CH:24][C:23]([CH2:22][N:17]3[CH2:21][CH2:20][CH2:19][CH2:18]3)=[CH:28][CH:27]=2)=[N:6][CH:7]=1. The catalyst class is: 5. (2) Reactant: [F:1][C:2]1[CH:7]=[CH:6][C:5]([NH:8][C:9]2[CH:10]=[N:11][N:12]([CH3:17])[C:13]=2[C:14]([OH:16])=O)=[CH:4][CH:3]=1. Product: [F:1][C:2]1[CH:3]=[CH:4][C:5]2[NH:8][C:9]3[CH:10]=[N:11][N:12]([CH3:17])[C:13]=3[C:14](=[O:16])[C:6]=2[CH:7]=1. The catalyst class is: 286. (3) Reactant: [F:1][C:2]([F:21])([F:20])[CH2:3][N:4]1[CH:8]=[C:7]([N:9]2[C:17](=[O:18])[C:16]3[C:11](=[N:12][CH:13]=[CH:14][CH:15]=3)[C:10]2=[O:19])[CH:6]=[N:5]1. Product: [OH:19][CH:10]1[C:11]2=[N:12][CH:13]=[CH:14][CH:15]=[C:16]2[C:17](=[O:18])[N:9]1[C:7]1[CH:6]=[N:5][N:4]([CH2:3][C:2]([F:21])([F:20])[F:1])[CH:8]=1. The catalyst class is: 565. (4) Reactant: [F:1][C:2]1[CH:7]=[C:6]([F:8])[CH:5]=[CH:4][C:3]=1[CH2:9][CH2:10][C:11]1[CH:16]=[CH:15][C:14]([S:17]([C:20]2[CH:25]=[CH:24][C:23](F)=[CH:22][CH:21]=2)(=[O:19])=[O:18])=[CH:13][CH:12]=1.[C-:27]#[N:28].[Na+]. Product: [F:1][C:2]1[CH:7]=[C:6]([F:8])[CH:5]=[CH:4][C:3]=1[CH2:9][CH2:10][C:11]1[CH:12]=[CH:13][C:14]([S:17]([C:20]2[CH:25]=[CH:24][C:23]([C:27]#[N:28])=[CH:22][CH:21]=2)(=[O:18])=[O:19])=[CH:15][CH:16]=1. The catalyst class is: 16.